This data is from Full USPTO retrosynthesis dataset with 1.9M reactions from patents (1976-2016). The task is: Predict the reactants needed to synthesize the given product. (1) Given the product [Cl:1][C:2]1[N:3]=[CH:4][C:5]([Cl:11])=[CH:6][C:7]=1[C:8]([NH:21][C:12]([CH3:14])([C:15]1[CH:20]=[CH:19][CH:18]=[CH:17][CH:16]=1)[CH3:13])=[O:9], predict the reactants needed to synthesize it. The reactants are: [Cl:1][C:2]1[C:7]([C:8](Cl)=[O:9])=[CH:6][C:5]([Cl:11])=[CH:4][N:3]=1.[C:12]([NH2:21])([C:15]1[CH:20]=[CH:19][CH:18]=[CH:17][CH:16]=1)([CH3:14])[CH3:13].C(N(CC)CC)C. (2) Given the product [ClH:1].[CH:37]([O:40][C:41]1[C:49]([O:50][CH3:51])=[CH:48][CH:47]=[CH:46][C:42]=1[CH2:43][N:20]([CH3:19])[C:15](=[O:17])/[CH:14]=[CH:13]/[C:8]1[CH:9]=[N:10][C:11]2[NH:12][C:3](=[O:2])[CH2:4][CH2:5][C:6]=2[CH:7]=1)([CH3:38])[CH3:39], predict the reactants needed to synthesize it. The reactants are: [ClH:1].[O:2]=[C:3]1[NH:12][C:11]2[N:10]=[CH:9][C:8](/[CH:13]=[CH:14]/[C:15]([OH:17])=O)=[CH:7][C:6]=2[CH2:5][CH2:4]1.Cl.[CH3:19][N:20]1CC2C=C(/C=C/C(O)=O)C=NC=2NC(=O)C1.[CH:37]([O:40][C:41]1[C:49]([O:50][CH3:51])=[CH:48][CH:47]=[CH:46][C:42]=1[CH2:43]CN)([CH3:39])[CH3:38].CNCC1C=CC2C(=CC=CC=2)C=1CCC.